Dataset: Full USPTO retrosynthesis dataset with 1.9M reactions from patents (1976-2016). Task: Predict the reactants needed to synthesize the given product. (1) Given the product [OH:8][C:9]1[C:10]([C:19]([C:1]2[CH:6]=[CH:5][CH:4]=[CH:3][CH:2]=2)=[O:21])=[CH:11][C:12]2[C:17]([CH:18]=1)=[CH:16][CH:15]=[CH:14][CH:13]=2, predict the reactants needed to synthesize it. The reactants are: [C:1]1([Li])[CH:6]=[CH:5][CH:4]=[CH:3][CH:2]=1.[OH:8][C:9]1[C:10]([C:19]([OH:21])=O)=[CH:11][C:12]2[C:17]([CH:18]=1)=[CH:16][CH:15]=[CH:14][CH:13]=2.Cl. (2) Given the product [CH2:19]([N:18]1[C:14]([C:12]2[CH:13]=[C:8]([C:6]([OH:7])=[O:5])[CH:9]=[C:10]([C:21]3[CH:26]=[CH:25][C:24]([CH3:27])=[CH:23][CH:22]=3)[CH:11]=2)=[N:15][N:16]=[N:17]1)[CH3:20], predict the reactants needed to synthesize it. The reactants are: O[Li].O.C[O:5][C:6]([C:8]1[CH:9]=[C:10]([C:21]2[CH:26]=[CH:25][C:24]([CH3:27])=[CH:23][CH:22]=2)[CH:11]=[C:12]([C:14]2[N:18]([CH2:19][CH3:20])[N:17]=[N:16][N:15]=2)[CH:13]=1)=[O:7]. (3) Given the product [NH:15]1[CH:14]=[CH:13][N:17]=[C:16]1[CH:5]([NH:6][CH2:7][CH2:2][C:1]([C:4]1[CH:5]=[N:6][CH:7]=[CH:8][CH:9]=1)=[O:3])[CH3:4], predict the reactants needed to synthesize it. The reactants are: [C:1]([C:4]1[CH:5]=[N:6][CH:7]=[CH:8][CH:9]=1)(=[O:3])[CH3:2].NCC[C:13]1[N:17]=[CH:16][NH:15][CH:14]=1.C=O. (4) Given the product [CH3:1][C@H:2]([NH2:10])[CH2:3][C:4]1[CH:9]=[CH:8][CH:7]=[CH:6][CH:5]=1, predict the reactants needed to synthesize it. The reactants are: [CH3:1][C@H:2]([NH2:10])[CH2:3][C:4]1[CH:5]=[CH:6][CH:7]=[CH:8][CH:9]=1.[CH3:1][C@H:2]([NH2:10])[CH2:3][C:4]1[CH:9]=[CH:8][CH:7]=[CH:6][CH:5]=1.OS(O)(=O)=O.[OH-].[NH4+]. (5) The reactants are: [O:1]=[C:2]1[C:8]2=[N:9][C:10]3[CH:15]=[CH:14][C:13]([C:16]([OH:18])=O)=[CH:12][C:11]=3[N:7]2[CH2:6][CH2:5][CH2:4][NH:3]1.CN(C(ON1N=NC2C=CC=CC1=2)=[N+](C)C)C.[B-](F)(F)(F)F.[CH2:41]([N:43]1[C:47]2[CH:48]=[CH:49][CH:50]=[CH:51][C:46]=2[N:45]=[C:44]1[NH2:52])[CH3:42].C(N(CC)CC)C. Given the product [CH2:41]([N:43]1[C:47]2[CH:48]=[CH:49][CH:50]=[CH:51][C:46]=2[N:45]=[C:44]1[NH:52][C:16]([C:13]1[CH:14]=[CH:15][C:10]2[N:9]=[C:8]3[C:2](=[O:1])[NH:3][CH2:4][CH2:5][CH2:6][N:7]3[C:11]=2[CH:12]=1)=[O:18])[CH3:42], predict the reactants needed to synthesize it. (6) Given the product [CH3:1][O:2][CH2:3][C@H:4]([NH:7][C:8]([C:10]1[C:18]2[C:13](=[N:14][CH:15]=[C:16]([C:19]3[C:27]4[C:22](=[CH:23][C:24]([Cl:28])=[CH:25][CH:26]=4)[N:21]([CH3:29])[N:20]=3)[N:17]=2)[NH:12][CH:11]=1)=[O:9])[CH2:5][CH3:6], predict the reactants needed to synthesize it. The reactants are: [CH3:1][O:2][CH2:3][C@H:4]([NH:7][C:8]([C:10]1[C:18]2[C:13](=[N:14][CH:15]=[C:16]([C:19]3[C:27]4[C:22](=[CH:23][C:24]([Cl:28])=[CH:25][CH:26]=4)[N:21]([CH3:29])[N:20]=3)[N:17]=2)[N:12](COCC[Si](C)(C)C)[CH:11]=1)=[O:9])[CH2:5][CH3:6].C(O)(C(F)(F)F)=O.C(N)CN. (7) Given the product [C:1]([O:5][C:6]([NH:7][CH2:8][C@H:9]([CH2:25][C:26]1[CH:31]=[CH:30][C:29]([Cl:32])=[CH:28][CH:27]=1)[C:10]([OH:11])=[O:38])=[O:33])([CH3:2])([CH3:3])[CH3:4], predict the reactants needed to synthesize it. The reactants are: [C:1]([O:5][C:6](=[O:33])[NH:7][CH2:8][C@H:9]([CH2:25][C:26]1[CH:31]=[CH:30][C:29]([Cl:32])=[CH:28][CH:27]=1)[C:10](N1[C@H](C)[C@H](C2C=CC=CC=2)OC1=O)=[O:11])([CH3:4])([CH3:3])[CH3:2].[Li+].[OH-].OO.[O-:38]S([O-])=O.[Na+].[Na+]. (8) Given the product [ClH:24].[ClH:24].[C@H:12]12[CH2:14][C@H:9]([NH:8][CH2:13]1)[CH2:10][N:11]2[CH2:15][CH2:16][OH:17], predict the reactants needed to synthesize it. The reactants are: C(OC([N:8]1[CH2:13][CH:12]2[CH2:14][CH:9]1[CH2:10][N:11]2[CH2:15][CH2:16][O:17]C1CCCCO1)=O)(C)(C)C.[ClH:24]. (9) The reactants are: [Cl:1][C:2]1[C:7]([Cl:8])=[CH:6][CH:5]=[CH:4][C:3]=1[C:9]1[CH:10]=[C:11]([CH:15]2[CH2:17][CH:16]2[NH:18]C(=O)OCC2C=CC=CC=2)[CH:12]=[N:13][CH:14]=1.B(Br)(Br)Br.[CH2:33]([S:35](Cl)(=[O:37])=[O:36])[CH3:34].[NH4+].[Cl-]. Given the product [Cl:1][C:2]1[C:7]([Cl:8])=[CH:6][CH:5]=[CH:4][C:3]=1[C:9]1[CH:10]=[C:11]([CH:15]2[CH2:17][CH:16]2[NH:18][S:35]([CH2:33][CH3:34])(=[O:37])=[O:36])[CH:12]=[N:13][CH:14]=1, predict the reactants needed to synthesize it. (10) Given the product [N:21]1[CH:26]=[CH:25][C:24]([CH2:27][N:8]2[CH2:9][C:5]3[C:4]([NH:10][C:11]4[CH:12]=[N:13][C:14]5[C:19]([CH:20]=4)=[CH:18][CH:17]=[CH:16][CH:15]=5)=[N:3][CH:2]=[N:1][C:6]=3[CH2:7]2)=[CH:23][CH:22]=1, predict the reactants needed to synthesize it. The reactants are: [N:1]1[C:6]2[CH2:7][NH:8][CH2:9][C:5]=2[C:4]([NH:10][C:11]2[CH:12]=[N:13][C:14]3[C:19]([CH:20]=2)=[CH:18][CH:17]=[CH:16][CH:15]=3)=[N:3][CH:2]=1.[N:21]1[CH:26]=[CH:25][C:24]([CH:27]=O)=[CH:23][CH:22]=1.ClCCCl.CO.C(O[BH-](OC(=O)C)OC(=O)C)(=O)C.[Na+].